From a dataset of NCI-60 drug combinations with 297,098 pairs across 59 cell lines. Regression. Given two drug SMILES strings and cell line genomic features, predict the synergy score measuring deviation from expected non-interaction effect. (1) Drug 1: C1=NC2=C(N=C(N=C2N1C3C(C(C(O3)CO)O)O)F)N. Synergy scores: CSS=-1.73, Synergy_ZIP=0.846, Synergy_Bliss=-0.517, Synergy_Loewe=-2.16, Synergy_HSA=-3.00. Drug 2: CC12CCC3C(C1CCC2O)C(CC4=C3C=CC(=C4)O)CCCCCCCCCS(=O)CCCC(C(F)(F)F)(F)F. Cell line: NCI-H322M. (2) Drug 1: C1=NC2=C(N=C(N=C2N1C3C(C(C(O3)CO)O)F)Cl)N. Drug 2: C1CN1C2=NC(=NC(=N2)N3CC3)N4CC4. Cell line: OVCAR-5. Synergy scores: CSS=40.5, Synergy_ZIP=-4.03, Synergy_Bliss=-2.49, Synergy_Loewe=-3.95, Synergy_HSA=-3.74. (3) Drug 1: C1=CC(=CC=C1C#N)C(C2=CC=C(C=C2)C#N)N3C=NC=N3. Drug 2: CC=C1C(=O)NC(C(=O)OC2CC(=O)NC(C(=O)NC(CSSCCC=C2)C(=O)N1)C(C)C)C(C)C. Cell line: SF-539. Synergy scores: CSS=30.5, Synergy_ZIP=0.965, Synergy_Bliss=1.02, Synergy_Loewe=-45.2, Synergy_HSA=-2.01. (4) Drug 1: CCN(CC)CCNC(=O)C1=C(NC(=C1C)C=C2C3=C(C=CC(=C3)F)NC2=O)C. Drug 2: CC1C(C(CC(O1)OC2CC(CC3=C2C(=C4C(=C3O)C(=O)C5=C(C4=O)C(=CC=C5)OC)O)(C(=O)CO)O)N)O.Cl. Cell line: NCI-H522. Synergy scores: CSS=35.5, Synergy_ZIP=-1.40, Synergy_Bliss=3.04, Synergy_Loewe=-19.9, Synergy_HSA=1.07. (5) Drug 1: COC1=NC(=NC2=C1N=CN2C3C(C(C(O3)CO)O)O)N. Drug 2: CC(C)NC(=O)C1=CC=C(C=C1)CNNC.Cl. Cell line: IGROV1. Synergy scores: CSS=-4.23, Synergy_ZIP=2.83, Synergy_Bliss=2.85, Synergy_Loewe=-2.61, Synergy_HSA=-2.49. (6) Drug 1: CC(CN1CC(=O)NC(=O)C1)N2CC(=O)NC(=O)C2. Drug 2: CC=C1C(=O)NC(C(=O)OC2CC(=O)NC(C(=O)NC(CSSCCC=C2)C(=O)N1)C(C)C)C(C)C. Cell line: OVCAR-8. Synergy scores: CSS=48.2, Synergy_ZIP=0.368, Synergy_Bliss=2.40, Synergy_Loewe=1.39, Synergy_HSA=4.77.